This data is from Reaction yield outcomes from USPTO patents with 853,638 reactions. The task is: Predict the reaction yield, written as a fraction of the theoretical maximum amount of product (1.0 means a 100% yield; for example, 0.34 means a 34% yield). (1) The yield is 0.720. The reactants are [F:1][CH:2]([F:14])[CH2:3][N:4]1[CH2:9][CH2:8][N:7]2[N:10]=[C:11]([NH2:13])[CH:12]=[C:6]2[CH2:5]1.Br[C:16]1[C:17](=[O:24])[N:18]([CH3:23])[CH:19]=[C:20]([Br:22])[CH:21]=1.C(=O)([O-])[O-].[Cs+].[Cs+].CC1(C)C2C(=C(P(C3C=CC=CC=3)C3C=CC=CC=3)C=CC=2)OC2C(P(C3C=CC=CC=3)C3C=CC=CC=3)=CC=CC1=2. The product is [Br:22][C:20]1[CH:21]=[C:16]([NH:13][C:11]2[CH:12]=[C:6]3[CH2:5][N:4]([CH2:3][CH:2]([F:1])[F:14])[CH2:9][CH2:8][N:7]3[N:10]=2)[C:17](=[O:24])[N:18]([CH3:23])[CH:19]=1. The catalyst is C1C=CC(/C=C/C(/C=C/C2C=CC=CC=2)=O)=CC=1.C1C=CC(/C=C/C(/C=C/C2C=CC=CC=2)=O)=CC=1.C1C=CC(/C=C/C(/C=C/C2C=CC=CC=2)=O)=CC=1.[Pd].[Pd].O1CCOCC1. (2) The reactants are [CH3:1][O:2][C:3]1[CH:8]=[CH:7][C:6]([OH:9])=[CH:5][CH:4]=1.Br[C:11]1[S:12][CH:13]=[CH:14][N:15]=1.C([O-])([O-])=O.[K+].[K+].O. The catalyst is CS(C)=O. The product is [CH3:1][O:2][C:3]1[CH:8]=[CH:7][C:6]([O:9][C:11]2[S:12][CH:13]=[CH:14][N:15]=2)=[CH:5][CH:4]=1. The yield is 0.730. (3) The reactants are Cl[CH2:2][CH2:3][CH2:4][CH2:5][C:6]1[CH:15]=[CH:14][C:9]2[NH:10][C:11](=[O:13])[O:12][C:8]=2[CH:7]=1.[C:16]1([N:26]2[CH2:31][CH2:30][NH:29][CH2:28][CH2:27]2)[C:25]2[C:20](=[CH:21][CH:22]=[CH:23][CH:24]=2)[CH:19]=[CH:18][CH:17]=1.C(=O)([O-])[O-].[Na+].[Na+]. The catalyst is [I-].[Na+].C(O)(C)C. The product is [C:16]1([N:26]2[CH2:31][CH2:30][N:29]([CH2:2][CH2:3][CH2:4][CH2:5][C:6]3[CH:15]=[CH:14][C:9]4[NH:10][C:11](=[O:13])[O:12][C:8]=4[CH:7]=3)[CH2:28][CH2:27]2)[C:25]2[C:20](=[CH:21][CH:22]=[CH:23][CH:24]=2)[CH:19]=[CH:18][CH:17]=1. The yield is 0.460. (4) The reactants are [N:1]1[CH:6]=[CH:5][CH:4]=[CH:3][C:2]=1[O:7][CH2:8][CH2:9][O:10][C:11]1[N:16]=[C:15]([N:17]2[CH2:22][CH2:21][O:20][CH2:19][CH2:18]2)[CH:14]=[C:13]([NH:23][NH2:24])[N:12]=1.[N:25]([O-])=O.[Na+]. The catalyst is CC(O)=O. The product is [N:23]([C:13]1[N:12]=[C:11]([O:10][CH2:9][CH2:8][O:7][C:2]2[CH:3]=[CH:4][CH:5]=[CH:6][N:1]=2)[N:16]=[C:15]([N:17]2[CH2:22][CH2:21][O:20][CH2:19][CH2:18]2)[CH:14]=1)=[N+:24]=[N-:25]. The yield is 0.970. (5) The reactants are [CH2:1]([O:3][C:4]([C:6]1[NH:7][C:8]2[C:13]([C:14]=1[CH:15]=[O:16])=[CH:12][CH:11]=[C:10]([Cl:17])[CH:9]=2)=[O:5])[CH3:2].CC(=CC)C.[O-:23]Cl=O.[Na+]. The catalyst is C(O)(C)(C)C.O. The product is [CH3:2][CH2:1][O:3][C:4]([C:6]1[NH:7][C:8]2[C:13]([C:14]=1[C:15]([OH:23])=[O:16])=[CH:12][CH:11]=[C:10]([Cl:17])[CH:9]=2)=[O:5]. The yield is 0.140. (6) The reactants are [Cl:1][C:2]1[CH:7]=[CH:6][C:5]([O:8]C)=[C:4]([I:10])[CH:3]=1.B(Br)(Br)Br. No catalyst specified. The product is [Cl:1][C:2]1[CH:7]=[CH:6][C:5]([OH:8])=[C:4]([I:10])[CH:3]=1. The yield is 0.880. (7) The reactants are [N+:1]([C:4]1[CH:8]=[CH:7][NH:6][N:5]=1)([O-:3])=[O:2].[H-].[Na+].Br[CH2:12][CH2:13][O:14][CH3:15]. The product is [CH3:15][O:14][CH2:13][CH2:12][N:6]1[CH:7]=[CH:8][C:4]([N+:1]([O-:3])=[O:2])=[N:5]1. The yield is 0.850. The catalyst is CN(C)C=O.C(OCC)(=O)C. (8) The reactants are [CH2:1]1[C:5]2([CH2:10][N:9]([C:11]([O:13][C:14]([CH3:17])([CH3:16])[CH3:15])=[O:12])[CH2:8][CH2:7][NH:6]2)[CH2:4][CH2:3][CH2:2]1.[H-].[Na+].Cl[C:21]1[O:22][C:23]2[C:24](=[C:26]([C:30]([O:32][CH3:33])=[O:31])[CH:27]=[CH:28][CH:29]=2)[N:25]=1. The catalyst is COCCOC. The product is [C:14]([O:13][C:11]([N:9]1[CH2:10][C:5]2([CH2:1][CH2:2][CH2:3][CH2:4]2)[N:6]([C:21]2[O:22][C:23]3[C:24](=[C:26]([C:30]([O:32][CH3:33])=[O:31])[CH:27]=[CH:28][CH:29]=3)[N:25]=2)[CH2:7][CH2:8]1)=[O:12])([CH3:17])([CH3:16])[CH3:15]. The yield is 0.185. (9) The reactants are [NH2:1][C:2]1[CH:23]=[CH:22][C:5]([O:6][C:7]2[N:12]=[CH:11][N:10]=[C:9]([NH:13][C:14]3[CH:19]=[CH:18][C:17]([S:20][CH3:21])=[CH:16][CH:15]=3)[CH:8]=2)=[CH:4][CH:3]=1.C1([O:30][C:31](=O)[NH:32][C:33]2[CH:38]=[CH:37][CH:36]=[C:35]([S:39]([CH3:42])(=[O:41])=[O:40])[CH:34]=2)C=CC=CC=1.C(OCC)(=O)C.O. The catalyst is CS(C)=O. The product is [CH3:42][S:39]([C:35]1[CH:34]=[C:33]([NH:32][C:31]([NH:1][C:2]2[CH:23]=[CH:22][C:5]([O:6][C:7]3[CH:8]=[C:9]([NH:13][C:14]4[CH:19]=[CH:18][C:17]([S:20][CH3:21])=[CH:16][CH:15]=4)[N:10]=[CH:11][N:12]=3)=[CH:4][CH:3]=2)=[O:30])[CH:38]=[CH:37][CH:36]=1)(=[O:40])=[O:41]. The yield is 0.950. (10) The reactants are [Cl:1][C:2](Cl)([O:4]C(=O)OC(Cl)(Cl)Cl)Cl.[CH3:13][S:14]([N:17]1[CH2:22][CH2:21][NH:20][CH2:19][CH2:18]1)(=[O:16])=[O:15].N1C=CC=CC=1. The yield is 0.790. The product is [CH3:13][S:14]([N:17]1[CH2:22][CH2:21][N:20]([C:2]([Cl:1])=[O:4])[CH2:19][CH2:18]1)(=[O:16])=[O:15]. The catalyst is C(Cl)Cl.